This data is from Forward reaction prediction with 1.9M reactions from USPTO patents (1976-2016). The task is: Predict the product of the given reaction. (1) Given the reactants S(OOS([O-])(=O)=O)([O-])(=O)=O.[NH4+].[NH4+].O.O.O.O.O.O.O.OP([O-])([O-])=O.[Na+].[Na+].C(S([O-])(=O)=O)CCCCCCC.[Na+].[F:40][C:41]([F:45])=[C:42]([F:44])[F:43].C(F)(F)=C.[F:50][C:51]([F:58])([F:57])[C:52]([F:56])=[C:53]([F:55])[F:54], predict the reaction product. The product is: [F:50][C:51]([F:58])([F:57])[C:52]([F:56])=[C:53]([F:55])[F:54].[F:40][C:41]([F:45])=[C:42]([F:44])[F:43]. (2) Given the reactants [CH2:1]([N:8]1[CH2:17][CH2:16][C:15]2[C:10](=[CH:11][CH:12]=[N:13][C:14]=2Br)[CH2:9]1)[C:2]1[CH:7]=[CH:6][CH:5]=[CH:4][CH:3]=1.[CH:19]1[C:28]2[C:23](=[CH:24][CH:25]=[CH:26][CH:27]=2)[CH:22]=[C:21]([C:29]2[CH:30]=[C:31]([CH:33]=[CH:34][C:35]=2[CH3:36])[NH2:32])[N:20]=1.CC1(C)C2C(=C(P(C3C=CC=CC=3)C3C=CC=CC=3)C=CC=2)OC2C(P(C3C=CC=CC=3)C3C=CC=CC=3)=CC=CC1=2.[O-]P([O-])([O-])=O.[K+].[K+].[K+], predict the reaction product. The product is: [CH2:1]([N:8]1[CH2:17][CH2:16][C:15]2[C:14]([NH:32][C:31]3[CH:33]=[CH:34][C:35]([CH3:36])=[C:29]([C:21]4[N:20]=[CH:19][C:28]5[C:23]([CH:22]=4)=[CH:24][CH:25]=[CH:26][CH:27]=5)[CH:30]=3)=[N:13][CH:12]=[CH:11][C:10]=2[CH2:9]1)[C:2]1[CH:7]=[CH:6][CH:5]=[CH:4][CH:3]=1. (3) Given the reactants [Br:1][C:2]1[CH:3]=[C:4]2[C:9](=[CH:10][C:11]=1[OH:12])[O:8][C:7](=[O:13])[CH:6]=[C:5]2[CH3:14].C(N(CC)CC)C.[C:22](Cl)(=[O:24])[CH3:23], predict the reaction product. The product is: [Br:1][C:2]1[CH:3]=[C:4]2[C:9](=[CH:10][C:11]=1[O:12][C:22](=[O:24])[CH3:23])[O:8][C:7](=[O:13])[CH:6]=[C:5]2[CH3:14]. (4) Given the reactants ClC1C([N+]([O-])=O)=C(F)C=CC=1C([NH:6][S:7]([N:10]([CH:12]([CH3:14])[CH3:13])[CH3:11])(=[O:9])=[O:8])=O.[H][H].ClC(OCC)=O, predict the reaction product. The product is: [CH:12]([N:10]([CH3:11])[S:7]([NH2:6])(=[O:9])=[O:8])([CH3:14])[CH3:13]. (5) Given the reactants [Cl:1][C:2]1[CH:3]=[C:4]([C@@H:8]([OH:27])[CH2:9][N:10]([CH2:18][CH2:19][C:20]2[CH:25]=[CH:24][C:23]([OH:26])=[CH:22][CH:21]=2)[C:11](=[O:17])[O:12][C:13]([CH3:16])([CH3:15])[CH3:14])[CH:5]=[CH:6][CH:7]=1.[Si:28]([O:35][C:36]1[CH:41]=[CH:40][C:39](B(O)O)=[CH:38][CH:37]=1)([C:31]([CH3:34])([CH3:33])[CH3:32])([CH3:30])[CH3:29].C(N(CC)CC)C, predict the reaction product. The product is: [C:31]([Si:28]([CH3:30])([CH3:29])[O:35][C:36]1[CH:41]=[CH:40][C:39]([O:26][C:23]2[CH:24]=[CH:25][C:20]([CH2:19][CH2:18][N:10]([CH2:9][C@@H:8]([C:4]3[CH:5]=[CH:6][CH:7]=[C:2]([Cl:1])[CH:3]=3)[OH:27])[C:11](=[O:17])[O:12][C:13]([CH3:16])([CH3:14])[CH3:15])=[CH:21][CH:22]=2)=[CH:38][CH:37]=1)([CH3:34])([CH3:33])[CH3:32]. (6) Given the reactants FC(F)(F)C(O)=O.C(OC([NH:15][CH2:16][CH2:17][O:18][CH2:19][CH2:20][O:21][CH2:22][CH2:23][O:24][CH2:25][CH2:26][O:27][CH2:28][CH2:29][O:30][CH2:31][CH2:32][O:33][CH2:34][CH2:35][O:36][CH2:37][CH2:38][O:39][CH2:40][CH2:41][O:42][CH2:43][CH2:44][NH:45][C:46](=[O:57])[C:47]1[CH:52]=[CH:51][CH:50]=[C:49]([O:53][CH2:54][C:55]#[CH:56])[CH:48]=1)=O)(C)(C)C, predict the reaction product. The product is: [NH2:15][CH2:16][CH2:17][O:18][CH2:19][CH2:20][O:21][CH2:22][CH2:23][O:24][CH2:25][CH2:26][O:27][CH2:28][CH2:29][O:30][CH2:31][CH2:32][O:33][CH2:34][CH2:35][O:36][CH2:37][CH2:38][O:39][CH2:40][CH2:41][O:42][CH2:43][CH2:44][NH:45][C:46](=[O:57])[C:47]1[CH:52]=[CH:51][CH:50]=[C:49]([O:53][CH2:54][C:55]#[CH:56])[CH:48]=1. (7) Given the reactants [Li]C(C)(C)C.I/[CH:7]=[CH:8]/[CH:9]1[CH2:14][CH2:13][CH2:12][CH2:11][CH2:10]1.C(O[B:19]1[O:23][C:22]([CH3:25])([CH3:24])[C:21]([CH3:27])([CH3:26])[O:20]1)(C)C, predict the reaction product. The product is: [CH:9]1(/[CH:8]=[CH:7]/[B:19]2[O:23][C:22]([CH3:25])([CH3:24])[C:21]([CH3:27])([CH3:26])[O:20]2)[CH2:14][CH2:13][CH2:12][CH2:11][CH2:10]1. (8) Given the reactants [Cl:1][C:2]1[CH:3]=[C:4]([CH:6]=[CH:7][C:8]=1[O:9][C:10]([F:13])([F:12])[F:11])N.N([O-])=O.[Na+].[I-:18].[K+], predict the reaction product. The product is: [Cl:1][C:2]1[CH:3]=[C:4]([I:18])[CH:6]=[CH:7][C:8]=1[O:9][C:10]([F:13])([F:12])[F:11].